The task is: Predict the reactants needed to synthesize the given product.. This data is from Full USPTO retrosynthesis dataset with 1.9M reactions from patents (1976-2016). (1) Given the product [C:18]1([NH:16][CH2:9][C:10]2[CH:15]=[CH:14][CH:13]=[CH:12][CH:11]=2)[CH:23]=[CH:22][CH:21]=[CH:20][CH:19]=1, predict the reactants needed to synthesize it. The reactants are: [O-]P([O-])([O-])=O.[K+].[K+].[K+].[CH2:9]([NH2:16])[C:10]1[CH:15]=[CH:14][CH:13]=[CH:12][CH:11]=1.I[C:18]1[CH:23]=[CH:22][CH:21]=[CH:20][CH:19]=1.C(O)CO. (2) Given the product [Br-:1].[CH2:16]([O:15][C:13]([C:12]1[C:11]([CH3:10])=[CH:21][N+:20]([CH:3]([C:4]2[CH:9]=[CH:8][CH:7]=[CH:6][CH:5]=2)[CH3:2])=[CH:19][C:18]=1[CH3:22])=[O:14])[CH3:17], predict the reactants needed to synthesize it. The reactants are: [Br:1][CH2:2][CH2:3][C:4]1[CH:9]=[CH:8][CH:7]=[CH:6][CH:5]=1.[CH3:10][C:11]1[CH:21]=[N:20][CH:19]=[C:18]([CH3:22])[C:12]=1[C:13]([O:15][CH2:16][CH3:17])=[O:14]. (3) Given the product [Cl:1][C:2]1[C:3]([CH3:31])=[C:4]([NH:11][C@H:12]([C@@H:16]([OH:18])[CH3:17])[C:13]([NH:26][NH:25][C:23](=[O:24])[C:22]2[CH:27]=[CH:28][CH:29]=[C:20]([F:19])[CH:21]=2)=[O:15])[CH:5]=[CH:6][C:7]=1[C:8]#[N:9], predict the reactants needed to synthesize it. The reactants are: [Cl:1][C:2]1[CH2:3][C:4]([NH:11][C@H:12]([C@@H:16]([OH:18])[CH3:17])[C:13]([OH:15])=O)(C)[CH:5]=[CH:6][C:7]=1[C:8]#[N:9].[F:19][C:20]1[CH:21]=[C:22]([CH:27]=[CH:28][CH:29]=1)[C:23]([NH:25][NH2:26])=[O:24].O[C:31]1C2N=NNC=2C=CC=1.Cl.CN(C)CCCN=C=NCC.